The task is: Predict the product of the given reaction.. This data is from Forward reaction prediction with 1.9M reactions from USPTO patents (1976-2016). (1) The product is: [CH3:1][O:2][C:3](=[O:17])[CH2:4][C:5]1[CH:10]=[CH:9][C:8]([NH2:11])=[CH:7][C:6]=1[NH2:14]. Given the reactants [CH3:1][O:2][C:3](=[O:17])[CH2:4][C:5]1[CH:10]=[CH:9][C:8]([N+:11]([O-])=O)=[CH:7][C:6]=1[N+:14]([O-])=O.O1CCCC1.[BH4-].[Na+].[Cl-].[Cl-].[Cl-].[Al+3], predict the reaction product. (2) Given the reactants [CH3:1][O:2][C:3]([C@@H:5]1[CH2:10][C@H:9]2[C:11]([CH3:13])([CH3:12])[C@:6]1([CH3:25])[C:7](=[O:24])/[C:8]/2=[CH:14]\[C:15]([C:17]1[CH:22]=[CH:21][CH:20]=[CH:19][C:18]=1[F:23])=O)=[O:4].CC(O)=O.O.[NH2:31][NH2:32], predict the reaction product. The product is: [CH3:1][O:2][C:3]([C@@H:5]1[CH2:10][C@H:9]2[C:11]([CH3:13])([CH3:12])[C@:6]1([CH3:25])[C:7](=[O:24])[C:8]2=[CH:14]/[C:15](/[C:17]1[CH:22]=[CH:21][CH:20]=[CH:19][C:18]=1[F:23])=[N:31]/[NH2:32])=[O:4]. (3) Given the reactants C1(C(N)C2CCCCC2)CCCCC1.Br[C:16]1[N:24]2[C:19]([C:20]([S:25][CH3:26])=[N:21][CH:22]=[N:23]2)=[CH:18][CH:17]=1.[CH2:27]([O:34][CH2:35][C@@H:36]1[CH:40]=[CH:39][CH2:38][C@H:37]1[OH:41])[C:28]1[CH:33]=[CH:32][CH:31]=[CH:30][CH:29]=1, predict the reaction product. The product is: [CH2:27]([O:34][CH2:35][C:36]1[C@H:37]([OH:41])[CH2:38][C@H:39]([C:16]2[N:24]3[C:19]([C:20]([S:25][CH3:26])=[N:21][CH:22]=[N:23]3)=[CH:18][CH:17]=2)[CH:40]=1)[C:28]1[CH:33]=[CH:32][CH:31]=[CH:30][CH:29]=1.